From a dataset of Forward reaction prediction with 1.9M reactions from USPTO patents (1976-2016). Predict the product of the given reaction. (1) Given the reactants [Br:1][C:2]1[N:7]=[C:6]([N+:8]([O-:10])=[O:9])[C:5]([OH:11])=[CH:4][CH:3]=1.C(=O)([O-])[O-].[K+].[K+].[CH3:18][O:19][C:20](=[O:23])[CH2:21]Br.Cl, predict the reaction product. The product is: [CH3:18][O:19][C:20](=[O:23])[CH2:21][O:11][C:5]1[C:6]([N+:8]([O-:10])=[O:9])=[N:7][C:2]([Br:1])=[CH:3][CH:4]=1. (2) Given the reactants [F:1][C:2]1[C:7]([CH2:8][O:9][C:10](=[O:12])[CH3:11])=[C:6]([NH:13][C:14]2[CH:19]=[CH:18][CH:17]=[CH:16][CH:15]=2)[C:5]([N+:20]([O-])=O)=[CH:4][CH:3]=1, predict the reaction product. The product is: [NH2:20][C:5]1[C:6]([NH:13][C:14]2[CH:19]=[CH:18][CH:17]=[CH:16][CH:15]=2)=[C:7]([C:2]([F:1])=[CH:3][CH:4]=1)[CH2:8][O:9][C:10](=[O:12])[CH3:11]. (3) Given the reactants [NH:1]1[C:5]2[CH:6]=[CH:7][C:8]([C:10](O)=[O:11])=[CH:9][C:4]=2[N:3]=[CH:2]1.[H-].[H-].[H-].[H-].[Li+].[Al+3], predict the reaction product. The product is: [NH:3]1[C:4]2[CH:9]=[C:8]([CH2:10][OH:11])[CH:7]=[CH:6][C:5]=2[N:1]=[CH:2]1. (4) Given the reactants C1C=C(Cl)C=C(C(OO)=[O:9])C=1.[CH:12]1([NH:15][C:16]([C:18]2[CH:19]=[C:20]([F:39])[C:21]([CH3:38])=[C:22]([C:24]3[CH:37]=[CH:36][C:27]([C:28]([NH:30][C:31]([CH2:34][CH3:35])([CH3:33])[CH3:32])=[O:29])=[CH:26][N:25]=3)[CH:23]=2)=[O:17])[CH2:14][CH2:13]1, predict the reaction product. The product is: [CH:12]1([NH:15][C:16]([C:18]2[CH:19]=[C:20]([F:39])[C:21]([CH3:38])=[C:22]([C:24]3[N+:25]([O-:9])=[CH:26][C:27]([C:28]([NH:30][C:31]([CH3:33])([CH3:32])[CH2:34][CH3:35])=[O:29])=[CH:36][CH:37]=3)[CH:23]=2)=[O:17])[CH2:14][CH2:13]1. (5) Given the reactants [C:1]([O:5][C:6]([NH:8][CH2:9][CH2:10][CH2:11][CH2:12][CH2:13]/[CH:14]=[C:15](\[O:20][Si](C(C)(C)C)(C)C)/[C:16]([O:18][CH3:19])=[O:17])=[O:7])([CH3:4])([CH3:3])[CH3:2].C(O)(=O)C.[F-].[Cs+], predict the reaction product. The product is: [C:1]([O:5][C:6]([NH:8][CH2:9][CH2:10][CH2:11][CH2:12][CH2:13][CH2:14][C:15](=[O:20])[C:16]([O:18][CH3:19])=[O:17])=[O:7])([CH3:4])([CH3:3])[CH3:2].